Dataset: Forward reaction prediction with 1.9M reactions from USPTO patents (1976-2016). Task: Predict the product of the given reaction. (1) Given the reactants O[C:2]1[CH:7]=[CH:6][C:5]([C:8]2[CH:13]=[C:12]([C:14]3[CH:19]=[CH:18][C:17]([OH:20])=[CH:16][CH:15]=3)[CH:11]=[C:10]([C:21]3[CH:26]=[CH:25][C:24]([OH:27])=[CH:23][CH:22]=3)[CH:9]=2)=[CH:4][CH:3]=1.[CH3:28][C:29]([CH3:32])([O-:31])[CH3:30].[K+].Br[CH:35](C(C)(C)C)[C:36]([O-:38])=O.[O:43]1CCCC1, predict the reaction product. The product is: [C:29]([O:31][C:35]([CH2:36][O:38][C:4]1[CH:3]=[CH:2][CH:7]=[CH:6][C:5]=1[C:8]1[CH:13]=[C:12]([C:14]2[CH:19]=[CH:18][C:17]([OH:20])=[CH:16][CH:15]=2)[CH:11]=[C:10]([C:21]2[CH:26]=[CH:25][C:24]([OH:27])=[CH:23][CH:22]=2)[CH:9]=1)=[O:43])([CH3:32])([CH3:30])[CH3:28]. (2) Given the reactants [CH3:1][O:2][CH2:3][CH2:4][O:5][CH2:6][C:7]1[CH:8]=[C:9]([CH:13]=[CH:14][N:15]=1)[C:10]([OH:12])=O.CN(C(ON1N=NC2C=CC=NC1=2)=[N+](C)C)C.F[P-](F)(F)(F)(F)F.C(N(C(C)C)C(C)C)C.[O:49]1[CH2:54][CH2:53][O:52][CH2:51][CH:50]1[C:55]1[C:63]2[S:62][C:61]([NH2:64])=[N:60][C:59]=2[C:58]([O:65][CH3:66])=[CH:57][CH:56]=1, predict the reaction product. The product is: [O:49]1[CH2:54][CH2:53][O:52][CH2:51][CH:50]1[C:55]1[C:63]2[S:62][C:61]([NH:64][C:10](=[O:12])[C:9]3[CH:13]=[CH:14][N:15]=[C:7]([CH2:6][O:5][CH2:4][CH2:3][O:2][CH3:1])[CH:8]=3)=[N:60][C:59]=2[C:58]([O:65][CH3:66])=[CH:57][CH:56]=1.